The task is: Predict the product of the given reaction.. This data is from Forward reaction prediction with 1.9M reactions from USPTO patents (1976-2016). (1) The product is: [CH2:15]=[C:1]1[CH2:6][CH2:5][C:4]2([O:25][CH2:22][CH2:21]2)[CH2:3][CH2:2]1. Given the reactants [C:1]1([CH3:15])[CH:6]=[CH:5][C:4](S(N=S(C)(C)=O)(=O)=O)=[CH:3][CH:2]=1.[H-].[Na+].C=C1CC[C:22](=[O:25])[CH2:21]C1, predict the reaction product. (2) Given the reactants [Cl:1][C:2]1[CH:11]=[C:10]([Cl:12])[C:9]([OH:13])=[C:8]2[C:3]=1[CH:4]=[CH:5][C:6]([C:14]([OH:16])=O)=[N:7]2.C1(N=C=NC2CCCCC2)CCCCC1.O.ON1C2C=CC=CC=2N=N1.Cl.Cl.[NH2:45][CH2:46][CH2:47][C:48]1[N:52]=[CH:51][NH:50][CH:49]=1, predict the reaction product. The product is: [NH:50]1[CH:49]=[C:48]([CH2:47][CH2:46][NH:45][C:14]([C:6]2[CH:5]=[CH:4][C:3]3[C:8](=[C:9]([OH:13])[C:10]([Cl:12])=[CH:11][C:2]=3[Cl:1])[N:7]=2)=[O:16])[N:52]=[CH:51]1. (3) Given the reactants CN(C)C=O.[S:6]([Cl:10])(Cl)(=[O:8])=[O:7].[CH3:11][O:12][C:13]1[CH:14]=[C:15]([CH:26]=[C:27]([O:31][CH3:32])[C:28]=1[O:29][CH3:30])[CH2:16][C:17]1[S:21][C:20]2[CH:22]=[CH:23][CH:24]=[CH:25][C:19]=2[CH:18]=1, predict the reaction product. The product is: [CH3:11][O:12][C:13]1[CH:14]=[C:15]([CH:26]=[C:27]([O:31][CH3:32])[C:28]=1[O:29][CH3:30])[CH2:16][C:17]1[S:21][C:20]2[CH:22]=[CH:23][CH:24]=[CH:25][C:19]=2[C:18]=1[S:6]([Cl:10])(=[O:8])=[O:7]. (4) Given the reactants Br[C:2]1[CH:27]=[CH:26][C:5]2[N:6]([CH:19]([CH2:24][CH3:25])[C:20]([O:22]C)=[O:21])[C:7](=[N:9][C:10](=[O:18])[C:11]3[CH:16]=[CH:15][C:14]([CH3:17])=[CH:13][CH:12]=3)[S:8][C:4]=2[CH:3]=1.[F:28][C:29]1[C:34]([F:35])=[CH:33][CH:32]=[CH:31][C:30]=1B(O)O.P([O-])([O-])([O-])=O.[K+].[K+].[K+], predict the reaction product. The product is: [F:28][C:29]1[C:34]([F:35])=[CH:33][CH:32]=[CH:31][C:30]=1[C:2]1[CH:27]=[CH:26][C:5]2[N:6]([CH:19]([CH2:24][CH3:25])[C:20]([OH:22])=[O:21])[C:7](=[N:9][C:10](=[O:18])[C:11]3[CH:16]=[CH:15][C:14]([CH3:17])=[CH:13][CH:12]=3)[S:8][C:4]=2[CH:3]=1. (5) Given the reactants Br[C:2]1[C:7]2=[CH:8][N:9]([C:11]3[C:16]([F:17])=[CH:15][CH:14]=[CH:13][C:12]=3[Cl:18])[N:10]=[C:6]2[C:5]([F:19])=[CH:4][N:3]=1.[NH2:20][C:21]1[CH:26]=[C:25]([CH3:27])[N:24]=[C:23]([CH3:28])[N:22]=1.CC1(C)C2C(=C(P(C3C=CC=CC=3)C3C=CC=CC=3)C=CC=2)OC2C(P(C3C=CC=CC=3)C3C=CC=CC=3)=CC=CC1=2.C(=O)([O-])[O-].[Cs+].[Cs+], predict the reaction product. The product is: [ClH:18].[Cl:18][C:12]1[CH:13]=[CH:14][CH:15]=[C:16]([F:17])[C:11]=1[N:9]1[CH:8]=[C:7]2[C:2]([NH:20][C:21]3[CH:26]=[C:25]([CH3:27])[N:24]=[C:23]([CH3:28])[N:22]=3)=[N:3][CH:4]=[C:5]([F:19])[C:6]2=[N:10]1. (6) Given the reactants [Si]([O:8][C@H:9]1[C:13]2([CH2:15][CH2:14]2)[C:12](=[O:16])[N:11]([C:17]2[CH:24]=[CH:23][C:20]([C:21]#[N:22])=[C:19]([C:25]([F:28])([F:27])[F:26])[CH:18]=2)[C@H:10]1[CH3:29])(C(C)(C)C)(C)C.CO.Cl.C(=O)([O-])O.[Na+], predict the reaction product. The product is: [OH:8][C@H:9]1[C:13]2([CH2:15][CH2:14]2)[C:12](=[O:16])[N:11]([C:17]2[CH:24]=[CH:23][C:20]([C:21]#[N:22])=[C:19]([C:25]([F:28])([F:26])[F:27])[CH:18]=2)[C@H:10]1[CH3:29].